From a dataset of Reaction yield outcomes from USPTO patents with 853,638 reactions. Predict the reaction yield, written as a fraction of the theoretical maximum amount of product (1.0 means a 100% yield; for example, 0.34 means a 34% yield). (1) The reactants are [CH2:1]([NH:3][C:4]([N:6]=[C:7](OC)[C:8]1[CH:13]=[CH:12][CH:11]=[CH:10][CH:9]=1)=[O:5])[CH3:2].Cl.Cl.[NH2:18][CH:19]([CH2:32][CH:33]1[CH2:38][CH2:37][CH2:36][CH2:35][CH2:34]1)[C:20]([NH:22][C:23]1([C:30]#[N:31])[CH2:28][CH2:27][N:26]([CH3:29])[CH2:25][CH2:24]1)=[O:21].C(N(CC)C(C)C)(C)C. The catalyst is CO. The product is [C:30]([C:23]1([NH:22][C:20](=[O:21])[CH:19]([NH:18][C:7](=[N:6][C:4](=[O:5])[NH:3][CH2:1][CH3:2])[C:8]2[CH:9]=[CH:10][CH:11]=[CH:12][CH:13]=2)[CH2:32][CH:33]2[CH2:34][CH2:35][CH2:36][CH2:37][CH2:38]2)[CH2:24][CH2:25][N:26]([CH3:29])[CH2:27][CH2:28]1)#[N:31]. The yield is 0.430. (2) The reactants are [CH:1]([C:4]1[CH:9]=[CH:8][C:7]([CH:10]=[C:11]([CH3:14])[CH2:12]O)=[CH:6][CH:5]=1)([CH3:3])[CH3:2].P(Br)(Br)[Br:16].O. The catalyst is C(OC(C)C)(C)C. The product is [Br:16][CH2:12][C:11]([CH3:14])=[CH:10][C:7]1[CH:8]=[CH:9][C:4]([CH:1]([CH3:3])[CH3:2])=[CH:5][CH:6]=1. The yield is 0.910. (3) The catalyst is C(OCC)(=O)C. The product is [CH2:13]([C:17]1[N:18]=[C:19]([CH3:47])[N:20]([CH2:39][C:40]2[CH:45]=[CH:44][C:43]([CH3:46])=[CH:42][N:41]=2)[C:21](=[O:38])[C:22]=1[CH2:23][C:24]1[CH:25]=[CH:26][C:27]([C:30]2[CH:35]=[CH:34][CH:33]=[CH:32][C:31]=2[C:36]2[NH:3][C:4](=[O:7])[O:5][N:37]=2)=[CH:28][CH:29]=1)[CH2:14][CH2:15][CH3:16]. The reactants are [Cl-].O[NH3+:3].[C:4](=[O:7])([O-])[OH:5].[Na+].CS(C)=O.[CH2:13]([C:17]1[N:18]=[C:19]([CH3:47])[N:20]([CH2:39][C:40]2[CH:45]=[CH:44][C:43]([CH3:46])=[CH:42][N:41]=2)[C:21](=[O:38])[C:22]=1[CH2:23][C:24]1[CH:29]=[CH:28][C:27]([C:30]2[C:31]([C:36]#[N:37])=[CH:32][CH:33]=[CH:34][CH:35]=2)=[CH:26][CH:25]=1)[CH2:14][CH2:15][CH3:16]. The yield is 0.630. (4) The reactants are [C:1]([NH:8][CH2:9][CH2:10][C:11]1[CH:17]=[CH:16][C:14]([NH2:15])=[CH:13][CH:12]=1)([O:3][C:4]([CH3:7])([CH3:6])[CH3:5])=[O:2].[CH:18](=O)[C:19]1[CH:24]=[CH:23][CH:22]=[CH:21][CH:20]=1.[BH3-]C#N.[Na+]. The catalyst is C1(C)C=CC=CC=1.CO.CC(O)=O. The product is [CH2:18]([NH:15][C:14]1[CH:16]=[CH:17][C:11]([CH2:10][CH2:9][NH:8][C:1]([O:3][C:4]([CH3:6])([CH3:7])[CH3:5])=[O:2])=[CH:12][CH:13]=1)[C:19]1[CH:24]=[CH:23][CH:22]=[CH:21][CH:20]=1. The yield is 0.830. (5) The reactants are [Cl:1][C:2]1[CH:7]=[C:6]([Cl:8])[CH:5]=[CH:4][C:3]=1[CH:9]1[C:14]2=[N:15][C:16]3[CH:21]=[CH:20][CH:19]=[C:18]([N:22]([CH2:25][CH3:26])[CH2:23][CH3:24])[C:17]=3[N:13]2[CH2:12][CH2:11][N:10]1C(OC(C)(C)C)=O.Cl. The catalyst is C(=O)([O-])O.[Na+]. The product is [Cl:1][C:2]1[CH:7]=[C:6]([Cl:8])[CH:5]=[CH:4][C:3]=1[CH:9]1[C:14]2=[N:15][C:16]3[C:17](=[C:18]([N:22]([CH2:25][CH3:26])[CH2:23][CH3:24])[CH:19]=[CH:20][CH:21]=3)[N:13]2[CH2:12][CH2:11][NH:10]1. The yield is 0.890. (6) The reactants are [N:1]1[C:10]2[C:5](=[CH:6][C:7]([C:11]([O:13][CH3:14])=[O:12])=[CH:8][CH:9]=2)[CH:4]=[CH:3][CH:2]=1.C(O)(C(F)(F)F)=O. The catalyst is O=[Pt]=O.O. The product is [N:1]1[C:10]2[CH2:9][CH2:8][CH:7]([C:11]([O:13][CH3:14])=[O:12])[CH2:6][C:5]=2[CH:4]=[CH:3][CH:2]=1.[NH:1]1[C:10]2[C:5](=[CH:6][C:7]([C:11]([O:13][CH3:14])=[O:12])=[CH:8][CH:9]=2)[CH2:4][CH2:3][CH2:2]1. The yield is 0.130. (7) The reactants are [H-].[Na+].[C:3]([O:7][CH3:8])(=[O:6])[CH2:4][OH:5].Cl[C:10]([C:14]([CH3:17])([CH3:16])[CH3:15])=[CH:11][C:12]#[N:13].O. The catalyst is COCCOC. The product is [NH2:13][C:12]1[CH:11]=[C:10]([C:14]([CH3:17])([CH3:16])[CH3:15])[O:5][C:4]=1[C:3]([O:7][CH3:8])=[O:6]. The yield is 0.170.